From a dataset of Catalyst prediction with 721,799 reactions and 888 catalyst types from USPTO. Predict which catalyst facilitates the given reaction. (1) Reactant: Br[CH2:2][C:3]1[N:8]=[C:7]([NH2:9])[N:6]=[C:5]([NH2:10])[C:4]=1[C:11]1[CH:16]=[CH:15][C:14]([NH:17][CH2:18][C:19]2[CH:24]=[CH:23][C:22]([S:25]([CH3:28])(=[O:27])=[O:26])=[CH:21][CH:20]=2)=[CH:13][CH:12]=1. Product: [CH3:18][N:17]([CH2:2][C:3]1[N:8]=[C:7]([NH2:9])[N:6]=[C:5]([NH2:10])[C:4]=1[C:11]1[CH:16]=[CH:15][C:14]([NH:17][CH2:18][C:19]2[CH:24]=[CH:23][C:22]([S:25]([CH3:28])(=[O:27])=[O:26])=[CH:21][CH:20]=2)=[CH:13][CH:12]=1)[C:14]1[CH:15]=[CH:16][CH:11]=[CH:12][CH:13]=1. The catalyst class is: 1. (2) Reactant: Cl[C:2]1[N:10]=[CH:9][CH:8]=[CH:7][C:3]=1[C:4]([OH:6])=[O:5].[Na]. Product: [CH2:4]([O:5][C:2]1[N:10]=[CH:9][CH:8]=[CH:7][C:3]=1[C:4]([OH:6])=[O:5])[CH2:3][CH2:7][CH3:8]. The catalyst class is: 51.